Dataset: Forward reaction prediction with 1.9M reactions from USPTO patents (1976-2016). Task: Predict the product of the given reaction. (1) Given the reactants [Cl:1][C:2]1[CH:3]=[N:4][N:5]([CH3:15])[C:6]=1[C:7]1[O:8][C:9]([C:12]([OH:14])=O)=[CH:10][N:11]=1.C1CN([P+](Br)(N2CCCC2)N2CCCC2)CC1.F[P-](F)(F)(F)(F)F.CCN(C(C)C)C(C)C.[NH2:49][C@@H:50]([CH2:63][C:64]1[CH:69]=[CH:68][CH:67]=[C:66]([F:70])[CH:65]=1)[CH2:51][N:52]1[C:60](=[O:61])[C:59]2[C:54](=[CH:55][CH:56]=[CH:57][CH:58]=2)[C:53]1=[O:62], predict the reaction product. The product is: [Cl:1][C:2]1[CH:3]=[N:4][N:5]([CH3:15])[C:6]=1[C:7]1[O:8][C:9]([C:12]([NH:49][C@@H:50]([CH2:63][C:64]2[CH:69]=[CH:68][CH:67]=[C:66]([F:70])[CH:65]=2)[CH2:51][N:52]2[C:60](=[O:61])[C:59]3[C:54](=[CH:55][CH:56]=[CH:57][CH:58]=3)[C:53]2=[O:62])=[O:14])=[CH:10][N:11]=1. (2) Given the reactants [NH2:1][C:2]1[CH:3]=[C:4]2[C:9](=[CH:10][C:11]=1[F:12])[N:8]([CH2:13][CH3:14])[C:7](=[O:15])[N:6]([CH2:16][CH3:17])[C:5]2=[O:18].[Cl:19][C:20]1[CH:21]=[C:22]([NH:28][C:29]([CH2:31][CH:32]([CH3:37])[CH2:33][C:34](O)=[O:35])=[O:30])[CH:23]=[CH:24][C:25]=1[C:26]#[N:27].CCN(C(C)C)C(C)C.C(P1(=O)OP(CCC)(=O)OP(CCC)(=O)O1)CC, predict the reaction product. The product is: [Cl:19][C:20]1[CH:21]=[C:22]([NH:28][C:29](=[O:30])[CH2:31][CH:32]([CH3:37])[CH2:33][C:34]([NH:1][C:2]2[CH:3]=[C:4]3[C:9](=[CH:10][C:11]=2[F:12])[N:8]([CH2:13][CH3:14])[C:7](=[O:15])[N:6]([CH2:16][CH3:17])[C:5]3=[O:18])=[O:35])[CH:23]=[CH:24][C:25]=1[C:26]#[N:27]. (3) Given the reactants [F:1][C:2]([F:27])([F:26])[C@@:3]([C:6]1[CH:11]=[CH:10][C:9]([N:12]2[CH2:17][CH2:16][N:15]([S:18]([C:21]3[S:22][CH:23]=[CH:24][CH:25]=3)(=[O:20])=[O:19])[CH2:14][CH2:13]2)=[CH:8][CH:7]=1)([OH:5])[CH3:4].C1N=C(N)C2N=CN([C@@H]3O[C@H](COP(OP(OC[C@H]4O[C@@H](N5C=C(C(N)=O)CC=C5)[C@H](O)[C@@H]4O)(O)=O)(O)=O)[C@@H](O)[C@H]3OP(O)(O)=O)C=2N=1, predict the reaction product. The product is: [F:27][C:2]([F:1])([F:26])[C@:3]([C:6]1[CH:7]=[CH:8][C:9]([N:12]2[CH2:17][CH2:16][N:15]([S:18]([C:21]3[S:22][CH:23]=[CH:24][CH:25]=3)(=[O:19])=[O:20])[CH2:14][CH2:13]2)=[CH:10][CH:11]=1)([OH:5])[CH3:4].